Predict the product of the given reaction. From a dataset of Forward reaction prediction with 1.9M reactions from USPTO patents (1976-2016). Given the reactants [CH3:1][O:2][CH2:3][CH2:4][CH2:5][CH2:6][I:7].[C:8]1([P:14]([C:21]2[CH:26]=[CH:25][CH:24]=[CH:23][CH:22]=2)[C:15]2[CH:20]=[CH:19][CH:18]=[CH:17][CH:16]=2)[CH:13]=[CH:12][CH:11]=[CH:10][CH:9]=1, predict the reaction product. The product is: [I-:7].[CH3:1][O:2][CH2:3][CH2:4][CH2:5][CH2:6][P+:14]([C:15]1[CH:16]=[CH:17][CH:18]=[CH:19][CH:20]=1)([C:21]1[CH:26]=[CH:25][CH:24]=[CH:23][CH:22]=1)[C:8]1[CH:9]=[CH:10][CH:11]=[CH:12][CH:13]=1.